Dataset: Full USPTO retrosynthesis dataset with 1.9M reactions from patents (1976-2016). Task: Predict the reactants needed to synthesize the given product. (1) Given the product [CH3:1][CH:2]([C:16]([OH:18])=[O:17])[C:3]1[CH:4]=[CH:5][C:6]([C:10]2[CH:15]=[CH:14][CH:13]=[CH:12][CH:11]=2)=[C:7]([F:9])[CH:8]=1, predict the reactants needed to synthesize it. The reactants are: [CH3:1][CH:2]([C:16]([O-:18])=[O:17])[C:3]1[CH:4]=[CH:5][C:6]([C:10]2[CH:11]=[CH:12][CH:13]=[CH:14][CH:15]=2)=[C:7]([F:9])[CH:8]=1.[Na+].CC[C@@H]([C@H]1O[C@]2(O[C@@H]3CC=C(C)[C@@H](O[C@@H]4O[C@@H](C)[C@H](O[C@@H]5O[C@@H](C)[C@H](O)[C@@H](OC)C5)[C@@H](OC)C4)[C@@H](C)C=CC=C4CO[C@@H]5[C@H](O)C(C)=C[C@@H](C(O[C@@H](C3)C2)=O)[C@]45O)CC[C@@H]1C)C.C[C@@H]1[C@@H](C(C)C)O[C@]2(O[C@@H]3CC=C(C)[C@@H](O[C@@H]4O[C@@H](C)[C@H](O[C@@H]5O[C@@H](C)[C@H](O)[C@@H](OC)C5)[C@@H](OC)C4)[C@@H](C)C=CC=C4CO[C@@H]5[C@H](O)C(C)=C[C@@H](C(O[C@@H](C3)C2)=O)[C@]45O)CC1.C1C(C[C@H](N)C(O)=O)=CC(O)=C(O)C=1.CC(C[C@H](NC([C@H](NC([C@@H](NC([C@@H](NC([C@@H](NC([C@@H](NC([C@H]1NC(=O)CC1)=O)CC1NC=NC=1)=O)CC1C2C=CC=CC=2NC=1)=O)CO)=O)CC1C=CC(O)=CC=1)=O)CC1C=CC=C2C=CC=CC=12)=O)C(N[C@H](C(N1[C@H](C(NCC(N)=O)=O)CCC1)=O)CCCNC(N)=N)=O)C. (2) Given the product [NH2:15][CH2:16][C:17]1([C:32]([NH:34][C:35]2[CH:40]=[CH:39][C:38]([CH3:41])=[CH:37][N:36]=2)=[O:33])[CH2:22][CH2:21][N:20]([C:23]2[C:24]3[CH:31]=[CH:30][NH:29][C:25]=3[N:26]=[CH:27][N:28]=2)[CH2:19][CH2:18]1, predict the reactants needed to synthesize it. The reactants are: Cl.C1(C(=[N:15][CH2:16][C:17]2([C:32]([NH:34][C:35]3[CH:40]=[CH:39][C:38]([CH3:41])=[CH:37][N:36]=3)=[O:33])[CH2:22][CH2:21][N:20]([C:23]3[C:24]4[CH:31]=[CH:30][NH:29][C:25]=4[N:26]=[CH:27][N:28]=3)[CH2:19][CH2:18]2)C2C=CC=CC=2)C=CC=CC=1. (3) Given the product [C:13]12([CH2:23][C:24]([NH:1][C:2]3[CH:11]=[CH:10][CH:9]=[C:8]4[C:3]=3[CH:4]=[CH:5][O:6][C:7]4=[O:12])=[O:25])[CH2:20][CH:19]3[CH2:18][CH:17]([CH2:16][CH:15]([CH2:21]3)[CH2:14]1)[CH2:22]2, predict the reactants needed to synthesize it. The reactants are: [NH2:1][C:2]1[CH:11]=[CH:10][CH:9]=[C:8]2[C:3]=1[CH:4]=[CH:5][O:6][C:7]2=[O:12].[C:13]12([CH2:23][C:24](Cl)=[O:25])[CH2:22][CH:17]3[CH2:18][CH:19]([CH2:21][CH:15]([CH2:16]3)[CH2:14]1)[CH2:20]2.CN1CCOCC1.O1CCOCC1. (4) Given the product [CH3:1][NH:2][C:3](=[O:31])[CH2:4][S:5]([CH2:6][C:7]1[CH:12]=[C:11]([N:13]2[CH2:18][CH2:17][O:16][CH2:15][C@@H:14]2[CH3:19])[N:10]=[C:9]([C:20]2[CH:25]=[CH:24][C:23]([NH:26][C:27](=[O:30])[NH:28][CH3:29])=[CH:22][CH:21]=2)[N:8]=1)(=[O:40])=[O:49], predict the reactants needed to synthesize it. The reactants are: [CH3:1][NH:2][C:3](=[O:31])[CH2:4][S:5][CH2:6][C:7]1[CH:12]=[C:11]([N:13]2[CH2:18][CH2:17][O:16][CH2:15][C@@H:14]2[CH3:19])[N:10]=[C:9]([C:20]2[CH:25]=[CH:24][C:23]([NH:26][C:27](=[O:30])[NH:28][CH3:29])=[CH:22][CH:21]=2)[N:8]=1.C1C=C(Cl)C=C(C(OO)=[O:40])C=1.[Mn]([O-])(=O)(=O)=O.[Na+].[OH2:49].